Dataset: Forward reaction prediction with 1.9M reactions from USPTO patents (1976-2016). Task: Predict the product of the given reaction. (1) Given the reactants Br[C:2]1[CH:7]=[CH:6][CH:5]=[C:4]([Cl:8])[N:3]=1.[Li]CCCC.[CH3:14][C:15]1[C:19]([C:20]2[CH:21]=[C:22]([C:32]([C:34]3[CH:39]=[CH:38][CH:37]=[CH:36][N:35]=3)=[O:33])[C:23]3[N:27]=[C:26]([O:28][CH2:29][CH3:30])[NH:25][C:24]=3[CH:31]=2)=[C:18]([CH3:40])[O:17][N:16]=1, predict the reaction product. The product is: [Cl:8][C:4]1[N:3]=[C:2]([C:32]([C:22]2[C:23]3[N:27]=[C:26]([O:28][CH2:29][CH3:30])[NH:25][C:24]=3[CH:31]=[C:20]([C:19]3[C:15]([CH3:14])=[N:16][O:17][C:18]=3[CH3:40])[CH:21]=2)([C:34]2[CH:39]=[CH:38][CH:37]=[CH:36][N:35]=2)[OH:33])[CH:7]=[CH:6][CH:5]=1. (2) Given the reactants Cl.[Br:2][C:3]1[CH:8]=[CH:7][C:6]([C:9]([NH2:12])([CH3:11])[CH3:10])=[CH:5][CH:4]=1.CCN(CC)CC.[C:20](Cl)(=[O:22])[CH3:21], predict the reaction product. The product is: [Br:2][C:3]1[CH:4]=[CH:5][C:6]([C:9]([NH:12][C:20](=[O:22])[CH3:21])([CH3:10])[CH3:11])=[CH:7][CH:8]=1. (3) Given the reactants [N:1]1([CH2:6][CH2:7][CH2:8][N:9]2[CH2:14][CH2:13][NH:12][CH2:11][CH2:10]2)[CH2:5][CH2:4][CH2:3][CH2:2]1.C[Al](C)C.[CH3:19][O:20][C:21]1[CH:26]=[C:25]([CH3:27])[C:24]([S:28]([N:31]([CH2:33][C:34]2[O:38][C:37]([C:39](OC)=[O:40])=[N:36][N:35]=2)[CH3:32])(=[O:30])=[O:29])=[C:23]([CH3:43])[CH:22]=1.CO, predict the reaction product. The product is: [CH3:19][O:20][C:21]1[CH:26]=[C:25]([CH3:27])[C:24]([S:28]([N:31]([CH3:32])[CH2:33][C:34]2[O:38][C:37]([C:39]([N:12]3[CH2:11][CH2:10][N:9]([CH2:8][CH2:7][CH2:6][N:1]4[CH2:2][CH2:3][CH2:4][CH2:5]4)[CH2:14][CH2:13]3)=[O:40])=[N:36][N:35]=2)(=[O:30])=[O:29])=[C:23]([CH3:43])[CH:22]=1. (4) Given the reactants CC1(C)COB([C:8]2[CH:9]=[C:10]([N:14]3[CH:18]=[N:17][CH:16]=[N:15]3)[CH:11]=[CH:12][CH:13]=2)OC1.Br[C:21]1[N:25]2[N:26]=[CH:27][C:28]([C:30]([F:33])([F:32])[F:31])=[N:29][C:24]2=[N:23][CH:22]=1.C([O-])([O-])=O.[Na+].[Na+], predict the reaction product. The product is: [N:14]1([C:10]2[CH:9]=[C:8]([C:21]3[N:25]4[N:26]=[CH:27][C:28]([C:30]([F:31])([F:32])[F:33])=[N:29][C:24]4=[N:23][CH:22]=3)[CH:13]=[CH:12][CH:11]=2)[CH:18]=[N:17][CH:16]=[N:15]1. (5) Given the reactants ClC1C=CC=C(Cl)C=1C(NC1C(C2[NH:16][C:15]3[CH:17]=[CH:18][C:19]([CH2:21][N:22]4[CH2:27][CH2:26][O:25][CH2:24][CH2:23]4)=[CH:20][C:14]=3[N:13]=2)=NNC=1)=O.[F:33][C:34]1[CH:50]=[C:49]([O:51][CH3:52])[CH:48]=[C:47]([F:53])[C:35]=1[C:36]([NH:38][C:39]1[C:40]([C:44](O)=O)=[N:41][NH:42][CH:43]=1)=[O:37], predict the reaction product. The product is: [F:33][C:34]1[CH:50]=[C:49]([O:51][CH3:52])[CH:48]=[C:47]([F:53])[C:35]=1[C:36]([NH:38][C:39]1[C:40]([C:44]2[NH:16][C:15]3[CH:17]=[CH:18][C:19]([CH2:21][N:22]4[CH2:27][CH2:26][O:25][CH2:24][CH2:23]4)=[CH:20][C:14]=3[N:13]=2)=[N:41][NH:42][CH:43]=1)=[O:37].